From a dataset of Peptide-MHC class I binding affinity with 185,985 pairs from IEDB/IMGT. Regression. Given a peptide amino acid sequence and an MHC pseudo amino acid sequence, predict their binding affinity value. This is MHC class I binding data. The peptide sequence is NDTNYSGF. The MHC is Mamu-A07 with pseudo-sequence Mamu-A07. The binding affinity (normalized) is 0.